Dataset: Reaction yield outcomes from USPTO patents with 853,638 reactions. Task: Predict the reaction yield, written as a fraction of the theoretical maximum amount of product (1.0 means a 100% yield; for example, 0.34 means a 34% yield). (1) The reactants are CC([O-])(C)C.[K+].CC(=[N:10]O)C.F[C:13]1[CH:20]=[CH:19][C:18]([CH3:21])=[CH:17][C:14]=1[C:15]#[N:16].Cl.[OH-:23].[Na+]. The catalyst is C1COCC1.CCO.O. The product is [CH3:21][C:18]1[CH:19]=[CH:20][C:13]2[O:23][N:16]=[C:15]([NH2:10])[C:14]=2[CH:17]=1. The yield is 0.456. (2) The reactants are [CH3:1][O:2][C:3]([C:5]1([CH2:11][I:12])[CH2:10][CH2:9]O[CH2:7][CH2:6]1)=[O:4].[CH3:13]OC(C1CCCCC1)=O. No catalyst specified. The product is [CH3:1][O:2][C:3]([C:5]1([CH2:11][I:12])[CH2:10][CH2:9][CH2:13][CH2:7][CH2:6]1)=[O:4]. The yield is 1.00. (3) The catalyst is CC#N.CCOC(C)=O. The reactants are [CH2:1]([O:3][C:4](=[O:32])[CH:5]([C:10]1[CH:11]=[C:12]([C:22]2[CH:27]=[CH:26][C:25]([C:28]([F:31])([F:30])[F:29])=[CH:24][CH:23]=2)[CH:13]=[C:14]([CH:16]2[CH2:21][CH2:20][CH2:19][NH:18][CH2:17]2)[CH:15]=1)[CH2:6][CH:7]([CH3:9])[CH3:8])[CH3:2].[F:33][C:34]([F:45])([F:44])[C:35]1[CH:43]=[CH:42][C:38]([C:39](Cl)=[O:40])=[CH:37][CH:36]=1.C(N(C(C)C)CC)(C)C. The product is [CH2:1]([O:3][C:4](=[O:32])[CH:5]([C:10]1[CH:11]=[C:12]([C:22]2[CH:23]=[CH:24][C:25]([C:28]([F:29])([F:30])[F:31])=[CH:26][CH:27]=2)[CH:13]=[C:14]([CH:16]2[CH2:21][CH2:20][CH2:19][N:18]([C:39](=[O:40])[C:38]3[CH:42]=[CH:43][C:35]([C:34]([F:33])([F:44])[F:45])=[CH:36][CH:37]=3)[CH2:17]2)[CH:15]=1)[CH2:6][CH:7]([CH3:9])[CH3:8])[CH3:2]. The yield is 0.870. (4) The product is [NH2:40][C:37]1[CH:38]=[CH:39][C:34]([N:29]([C:27]2[C:26]([CH:45]3[CH2:47][CH2:46]3)=[CH:25][C:19]3[C:20]([C:21]([NH:23][CH3:24])=[O:22])=[C:16]([C:13]4[CH:12]=[CH:11][C:10]([Cl:9])=[CH:15][CH:14]=4)[O:17][C:18]=3[CH:28]=2)[S:30]([CH3:33])(=[O:32])=[O:31])=[CH:35][C:36]=1[C:43]#[N:44]. The catalyst is O.C1COCC1. The yield is 0.830. The reactants are [O-]S(S([O-])=O)=O.[Na+].[Na+].[Cl:9][C:10]1[CH:15]=[CH:14][C:13]([C:16]2[O:17][C:18]3[CH:28]=[C:27]([N:29]([C:34]4[CH:39]=[CH:38][C:37]([N+:40]([O-])=O)=[C:36]([C:43]#[N:44])[CH:35]=4)[S:30]([CH3:33])(=[O:32])=[O:31])[C:26]([CH:45]4[CH2:47][CH2:46]4)=[CH:25][C:19]=3[C:20]=2[C:21]([NH:23][CH3:24])=[O:22])=[CH:12][CH:11]=1. (5) The reactants are [S:1]1[CH:5]=[CH:4][CH:3]=[C:2]1[Li].[N:7]12[CH2:14][CH2:13][C:10]([C:15]([O:17]CC)=O)([CH2:11][CH2:12]1)[CH2:9][CH2:8]2. The catalyst is C1COCC1. The yield is 0.713. The product is [N:7]12[CH2:8][CH2:9][C:10]([C:15]([C:2]3[S:1][CH:5]=[CH:4][CH:3]=3)([C:2]3[S:1][CH:5]=[CH:4][CH:3]=3)[OH:17])([CH2:11][CH2:12]1)[CH2:13][CH2:14]2.